From a dataset of NCI-60 drug combinations with 297,098 pairs across 59 cell lines. Regression. Given two drug SMILES strings and cell line genomic features, predict the synergy score measuring deviation from expected non-interaction effect. Drug 1: C1CN(P(=O)(OC1)NCCCl)CCCl. Drug 2: CC12CCC3C(C1CCC2OP(=O)(O)O)CCC4=C3C=CC(=C4)OC(=O)N(CCCl)CCCl.[Na+]. Cell line: PC-3. Synergy scores: CSS=3.41, Synergy_ZIP=2.00, Synergy_Bliss=7.45, Synergy_Loewe=0.117, Synergy_HSA=1.71.